This data is from Catalyst prediction with 721,799 reactions and 888 catalyst types from USPTO. The task is: Predict which catalyst facilitates the given reaction. (1) Reactant: [NH2:1][C:2]1[C:3]([F:13])=[C:4]([C:9]([F:12])=[CH:10][CH:11]=1)[C:5]([O:7][CH3:8])=[O:6].N1C=CC=CC=1.[F:20][CH2:21][CH2:22][CH2:23][S:24](Cl)(=[O:26])=[O:25]. Product: [F:13][C:3]1[C:2]([NH:1][S:24]([CH2:23][CH2:22][CH2:21][F:20])(=[O:26])=[O:25])=[CH:11][CH:10]=[C:9]([F:12])[C:4]=1[C:5]([O:7][CH3:8])=[O:6]. The catalyst class is: 4. (2) Reactant: [CH:1]1([N:6]2[C:10]3[N:11]=[C:12]([NH:15][C:16]4[CH:24]=[CH:23][C:19]([C:20]([OH:22])=O)=[CH:18][N:17]=4)[N:13]=[CH:14][C:9]=3[CH:8]=[C:7]2[C:25](=[O:29])[N:26]([CH3:28])[CH3:27])[CH2:5][CH2:4][CH2:3][CH2:2]1.F[P-](F)(F)(F)(F)F.N1(OC(N(C)C)=[N+](C)C)C2C=C[CH:44]=[CH:45][C:40]=2N=N1.[CH:54](N(CC)C(C)C)(C)C.[CH:63]12[N:70]([C:71]([OH:73])=[O:72])[CH:67]([CH2:68][CH2:69]1)[CH2:66][NH:65][CH2:64]2. Product: [C:45]([O:72][C:71]([N:70]1[CH:63]2[CH2:69][CH2:68][CH:67]1[CH2:66][N:65]([C:20]([C:19]1[CH:18]=[N:17][C:16]([NH:15][C:12]3[N:13]=[CH:14][C:9]4[CH:8]=[C:7]([C:25](=[O:29])[N:26]([CH3:27])[CH3:28])[N:6]([CH:1]5[CH2:5][CH2:4][CH2:3][CH2:2]5)[C:10]=4[N:11]=3)=[CH:24][CH:23]=1)=[O:22])[CH2:64]2)=[O:73])([CH3:44])([CH3:40])[CH3:54]. The catalyst class is: 31.